This data is from CYP2C9 inhibition data for predicting drug metabolism from PubChem BioAssay. The task is: Regression/Classification. Given a drug SMILES string, predict its absorption, distribution, metabolism, or excretion properties. Task type varies by dataset: regression for continuous measurements (e.g., permeability, clearance, half-life) or binary classification for categorical outcomes (e.g., BBB penetration, CYP inhibition). Dataset: cyp2c9_veith. (1) The drug is CCCCCCCCCCCCCCCCCCOC[C@@H](COP(=O)([O-])OCC[N+](C)(C)C)OC. The result is 0 (non-inhibitor). (2) The result is 1 (inhibitor). The compound is COc1cccc(Cn2c(=O)c(-c3cccc(Cl)c3)nc3cncnc32)c1. (3) The drug is COCCNc1ccnc(-c2ccccc2CN(C)C)n1. The result is 0 (non-inhibitor). (4) The compound is C#C[C@H](N)CCC(=O)O. The result is 0 (non-inhibitor).